Dataset: Reaction yield outcomes from USPTO patents with 853,638 reactions. Task: Predict the reaction yield, written as a fraction of the theoretical maximum amount of product (1.0 means a 100% yield; for example, 0.34 means a 34% yield). (1) The reactants are [F:1][C:2]1[C:3]([C:9]([NH:11][C:12](=[O:14])[CH3:13])=[CH2:10])=[N:4][CH:5]=[C:6]([F:8])[CH:7]=1. The catalyst is CO. The product is [F:1][C:2]1[C:3]([C@@H:9]([NH:11][C:12](=[O:14])[CH3:13])[CH3:10])=[N:4][CH:5]=[C:6]([F:8])[CH:7]=1. The yield is 0.900. (2) The reactants are [CH3:1][C:2]1[N:36]=[C:5]2[N:6]([CH:29]3[CH2:34][CH2:33][C:32](=[O:35])[CH2:31][CH2:30]3)[C:7](=[O:28])[C:8]([CH2:13][C:14]3[CH:19]=[CH:18][C:17]([C:20]4[C:21]([C:26]#[N:27])=[CH:22][CH:23]=[CH:24][CH:25]=4)=[CH:16][CH:15]=3)=[C:9]([CH2:10][CH2:11][CH3:12])[N:4]2[N:3]=1.CO.[BH4-].[Na+]. The catalyst is O1CCCC1. The product is [OH:35][CH:32]1[CH2:33][CH2:34][CH:29]([N:6]2[C:7](=[O:28])[C:8]([CH2:13][C:14]3[CH:19]=[CH:18][C:17]([C:20]4[C:21]([C:26]#[N:27])=[CH:22][CH:23]=[CH:24][CH:25]=4)=[CH:16][CH:15]=3)=[C:9]([CH2:10][CH2:11][CH3:12])[N:4]3[N:3]=[C:2]([CH3:1])[N:36]=[C:5]23)[CH2:30][CH2:31]1. The yield is 0.900. (3) The reactants are Cl.C(N=C=NCCCN(C)C)C.[C:13]([O:17][C:18]([N:20]1[CH2:28][CH2:27][CH:23]([C:24]([OH:26])=O)[CH2:22][CH2:21]1)=[O:19])([CH3:16])([CH3:15])[CH3:14].O.ON1C2C=CC=CC=2N=N1.[CH3:40][O:41][C:42]1[CH:43]=[C:44]2[C:49](=[C:50]3[CH2:54][C:53]([CH3:56])([CH3:55])[O:52][C:51]=13)[C:48]([C:57]1[CH:58]=[C:59]([NH2:63])[CH:60]=[CH:61][CH:62]=1)=[N:47][C:46]([CH3:65])([CH3:64])[CH2:45]2.C(=O)([O-])O.[Na+]. The catalyst is CN(C)C=O.O. The product is [CH3:16][C:13]([O:17][C:18]([N:20]1[CH2:21][CH2:22][CH:23]([C:24]([NH:63][C:59]2[CH:60]=[CH:61][CH:62]=[C:57]([C:48]3[C:49]4[C:44](=[CH:43][C:42]([O:41][CH3:40])=[C:51]5[O:52][C:53]([CH3:55])([CH3:56])[CH2:54][C:50]5=4)[CH2:45][C:46]([CH3:65])([CH3:64])[N:47]=3)[CH:58]=2)=[O:26])[CH2:27][CH2:28]1)=[O:19])([CH3:14])[CH3:15]. The yield is 0.810. (4) The reactants are C([O:8][C:9]1[CH:17]=[C:16]2[C:12]([CH:13]=[N:14][N:15]2[CH2:18][CH:19]([O:21][Si:22]([C:25]([CH3:28])([CH3:27])[CH3:26])([CH3:24])[CH3:23])[CH3:20])=[CH:11][CH:10]=1)C1C=CC=CC=1.ClCCl. The catalyst is CO.[Pd]. The product is [C:25]([Si:22]([CH3:24])([CH3:23])[O:21][CH:19]([CH3:20])[CH2:18][N:15]1[C:16]2[C:12](=[CH:11][CH:10]=[C:9]([OH:8])[CH:17]=2)[CH:13]=[N:14]1)([CH3:27])([CH3:28])[CH3:26]. The yield is 0.850. (5) The reactants are [Cl:1][C:2]1[CH:17]=[CH:16][C:5]([O:6][C:7]2[CH:8]=[C:9]([CH:13]=[CH:14][CH:15]=2)[C:10]([OH:12])=[O:11])=[C:4]([N+:18]([O-:20])=[O:19])[CH:3]=1.[CH2:21](O)[CH3:22]. No catalyst specified. The product is [CH2:21]([O:11][C:10](=[O:12])[C:9]1[CH:13]=[CH:14][CH:15]=[C:7]([O:6][C:5]2[CH:16]=[CH:17][C:2]([Cl:1])=[CH:3][C:4]=2[N+:18]([O-:20])=[O:19])[CH:8]=1)[CH3:22]. The yield is 0.910. (6) The reactants are C(=O)([O-])[O-].[K+].[K+].[CH2:7]([O:9][C:10](=[O:33])[C@H:11]([CH2:18][C:19]1[C:20]([CH2:28][O:29]C(=O)C)=[C:21]2[C:25](=[CH:26][CH:27]=1)[NH:24][N:23]=[CH:22]2)[CH2:12][C:13]([O:15][CH2:16]C)=[O:14])C. The catalyst is CO. The product is [CH3:7][O:9][C:10](=[O:33])[C@H:11]([CH2:18][C:19]1[C:20]([CH2:28][OH:29])=[C:21]2[C:25](=[CH:26][CH:27]=1)[NH:24][N:23]=[CH:22]2)[CH2:12][C:13]([O:15][CH3:16])=[O:14]. The yield is 0.920.